Task: Predict which catalyst facilitates the given reaction.. Dataset: Catalyst prediction with 721,799 reactions and 888 catalyst types from USPTO (1) Product: [F:1][C:2]1[CH:3]=[C:4]([NH:21][C:22]([C:24]2[C:25](=[O:40])[N:26]([C:34]3[CH:35]=[CH:36][CH:37]=[CH:38][CH:39]=3)[N:27]([CH2:30][C@@H:31]([O:33][C:54](=[O:55])[C@@H:52]([NH:51][C:41]([O:43][CH2:44][C:45]3[CH:50]=[CH:49][CH:48]=[CH:47][CH:46]=3)=[O:42])[CH3:53])[CH3:32])[C:28]=2[CH3:29])=[O:23])[CH:5]=[CH:6][C:7]=1[O:8][C:9]1[C:18]2[C:13](=[CH:14][C:15]([O:19][CH3:20])=[CH:16][CH:17]=2)[N:12]=[CH:11][CH:10]=1. The catalyst class is: 79. Reactant: [F:1][C:2]1[CH:3]=[C:4]([NH:21][C:22]([C:24]2[C:25](=[O:40])[N:26]([C:34]3[CH:39]=[CH:38][CH:37]=[CH:36][CH:35]=3)[N:27]([CH2:30][CH:31]([OH:33])[CH3:32])[C:28]=2[CH3:29])=[O:23])[CH:5]=[CH:6][C:7]=1[O:8][C:9]1[C:18]2[C:13](=[CH:14][C:15]([O:19][CH3:20])=[CH:16][CH:17]=2)[N:12]=[CH:11][CH:10]=1.[C:41]([NH:51][C@H:52]([C:54](O)=[O:55])[CH3:53])([O:43][CH2:44][C:45]1[CH:50]=[CH:49][CH:48]=[CH:47][CH:46]=1)=[O:42].C(Cl)CCl. (2) Reactant: [N+:1]([C:4]1[CH:5]=[CH:6][C:7]([O:10][C:11]2[CH:20]=[CH:19][C:14]([C:15]([O:17][CH3:18])=[O:16])=[CH:13][CH:12]=2)=[N:8][CH:9]=1)([O-])=O. Product: [NH2:1][C:4]1[CH:5]=[CH:6][C:7]([O:10][C:11]2[CH:20]=[CH:19][C:14]([C:15]([O:17][CH3:18])=[O:16])=[CH:13][CH:12]=2)=[N:8][CH:9]=1. The catalyst class is: 19.